This data is from Catalyst prediction with 721,799 reactions and 888 catalyst types from USPTO. The task is: Predict which catalyst facilitates the given reaction. (1) Reactant: [OH:1][C:2]1[C:3](=O)[CH:4]=[C:5]([O:22]C)[C:6](=[O:21])[C:7]=1[CH2:8][CH2:9][CH2:10][CH2:11][CH2:12][CH2:13][CH2:14][CH2:15][CH2:16][CH2:17][CH2:18][CH2:19][CH3:20].[CH3:25][NH:26][CH2:27][CH2:28][CH2:29][C:30]([O:32][C:33]([CH3:36])([CH3:35])[CH3:34])=[O:31]. Product: [OH:21][C:6]1[C:5](=[O:22])[CH:4]=[C:3]([N:26]([CH3:25])[CH2:27][CH2:28][CH2:29][C:30]([O:32][C:33]([CH3:35])([CH3:34])[CH3:36])=[O:31])[C:2](=[O:1])[C:7]=1[CH2:8][CH2:9][CH2:10][CH2:11][CH2:12][CH2:13][CH2:14][CH2:15][CH2:16][CH2:17][CH2:18][CH2:19][CH3:20]. The catalyst class is: 8. (2) Reactant: Cl[CH2:2][CH2:3][O:4][C:5]1[CH:6]=[C:7]2[C:12](=[CH:13][CH:14]=1)[N:11]=[CH:10][N:9]([C:15]1[CH:16]=[C:17]([CH:24]=[CH:25][C:26]=1[CH3:27])[C:18]([NH:20][CH:21]1[CH2:23][CH2:22]1)=[O:19])[C:8]2=[O:28].[I-].[K+].Cl.[O:32]1[CH2:38][CH2:37][CH2:36][NH:35][CH2:34][CH2:33]1.C(N(CC)C(C)C)(C)C. Product: [CH:21]1([NH:20][C:18](=[O:19])[C:17]2[CH:24]=[CH:25][C:26]([CH3:27])=[C:15]([N:9]3[C:8](=[O:28])[C:7]4[C:12](=[CH:13][CH:14]=[C:5]([O:4][CH2:3][CH2:2][N:35]5[CH2:36][CH2:37][CH2:38][O:32][CH2:33][CH2:34]5)[CH:6]=4)[N:11]=[CH:10]3)[CH:16]=2)[CH2:23][CH2:22]1. The catalyst class is: 566. (3) Reactant: [C:1]([C:5]1[N:9]([CH2:10][CH:11]2[CH2:16][CH2:15][C:14]([F:18])([F:17])[CH2:13][CH2:12]2)[C:8]2[CH:19]=[CH:20][C:21]([S:23](Cl)(=[O:25])=[O:24])=[CH:22][C:7]=2[N:6]=1)([CH3:4])([CH3:3])[CH3:2].Cl.[NH:28]1[CH2:31][CH:30]([CH2:32][C:33]([OH:35])=[O:34])[CH2:29]1.CCN(C(C)C)C(C)C. Product: [C:1]([C:5]1[N:9]([CH2:10][CH:11]2[CH2:16][CH2:15][C:14]([F:18])([F:17])[CH2:13][CH2:12]2)[C:8]2[CH:19]=[CH:20][C:21]([S:23]([N:28]3[CH2:31][CH:30]([CH2:32][C:33]([OH:35])=[O:34])[CH2:29]3)(=[O:25])=[O:24])=[CH:22][C:7]=2[N:6]=1)([CH3:4])([CH3:3])[CH3:2]. The catalyst class is: 2. (4) Reactant: [Si:1]([O-:5])([O-:4])([O-:3])[O-:2].[Ca+2:6].[Ca+2].[Ca+2]. Product: [OH2:2].[Si:1]([O-:5])([O-:4])([O-:3])[O-:2].[Ca+2:6].[Ca+2:6].[OH-:2].[Ca+2:6].[OH-:2]. The catalyst class is: 6.